From a dataset of Reaction yield outcomes from USPTO patents with 853,638 reactions. Predict the reaction yield, written as a fraction of the theoretical maximum amount of product (1.0 means a 100% yield; for example, 0.34 means a 34% yield). (1) The reactants are [OH:1][C:2]1[CH:7]=[CH:6][C:5]([C:8]2[N:9]=[C:10]3[C:15](=[N:16][C:17]=2[C:18]2[CH:23]=[CH:22][C:21]([OH:24])=[CH:20][CH:19]=2)[N:14]=[CH:13][N:12]=[C:11]3[NH2:25])=[CH:4][CH:3]=1.[S:26](=[O:30])(=[O:29])([OH:28])[OH:27].C(OCC)C. The catalyst is CO. The product is [S:26]([OH:30])([OH:29])(=[O:28])=[O:27].[OH:1][C:2]1[CH:7]=[CH:6][C:5]([C:8]2[N:9]=[C:10]3[C:15](=[N:16][C:17]=2[C:18]2[CH:23]=[CH:22][C:21]([OH:24])=[CH:20][CH:19]=2)[N:14]=[CH:13][N:12]=[C:11]3[NH2:25])=[CH:4][CH:3]=1. The yield is 0.925. (2) The reactants are C(N(CC)CC)C.[NH2:8][CH:9]([CH3:11])[CH3:10].[Br:12][C:13]1[C:14](Cl)=[N:15][C:16]([Cl:19])=[N:17][CH:18]=1. The catalyst is C(#N)C. The product is [Br:12][C:13]1[C:14]([NH:8][CH:9]([CH3:11])[CH3:10])=[N:15][C:16]([Cl:19])=[N:17][CH:18]=1. The yield is 0.760. (3) The reactants are [I:1][C:2]1[C:6]([CH:7]=O)=[CH:5][N:4]([CH:9]2[CH2:14][CH2:13][CH2:12][CH2:11][O:10]2)[N:3]=1.[CH3:15][NH:16][CH2:17][CH2:18][NH:19][C:20](=[O:26])[O:21][C:22]([CH3:25])([CH3:24])[CH3:23].[BH-](OC(C)=O)(OC(C)=O)OC(C)=O.[Na+]. The catalyst is ClC(Cl)C. The product is [I:1][C:2]1[C:6]([CH2:7][N:16]([CH3:15])[CH2:17][CH2:18][NH:19][C:20](=[O:26])[O:21][C:22]([CH3:23])([CH3:24])[CH3:25])=[CH:5][N:4]([CH:9]2[CH2:14][CH2:13][CH2:12][CH2:11][O:10]2)[N:3]=1. The yield is 0.830. (4) The reactants are [I:1][C:2]1[C:7]([CH3:8])=[CH:6][N:5]=[C:4]([NH2:9])[CH:3]=1.CCN(C(C)C)C(C)C.[C:19](Cl)(=[O:22])[O:20][CH3:21]. The catalyst is C(Cl)Cl.[NH4+].[Cl-]. The product is [I:1][C:2]1[C:7]([CH3:8])=[CH:6][N:5]=[C:4]([N:9]([C:19]([O:20][CH3:21])=[O:22])[C:19]([O:20][CH3:21])=[O:22])[CH:3]=1. The yield is 0.800. (5) The reactants are [NH2:1][C:2]1[CH:14]=[C:5]2[CH2:6][N:7]([C:10](=[O:13])[CH2:11][CH3:12])[CH2:8][CH2:9][N:4]2[N:3]=1.Br[C:16]1[C:17](=[O:24])[N:18]([CH3:23])[CH:19]=[C:20]([Br:22])[CH:21]=1.CC1(C)C2C(=C(P(C3C=CC=CC=3)C3C=CC=CC=3)C=CC=2)OC2C(P(C3C=CC=CC=3)C3C=CC=CC=3)=CC=CC1=2.C([O-])([O-])=O.[Cs+].[Cs+]. The catalyst is C1C=CC(/C=C/C(/C=C/C2C=CC=CC=2)=O)=CC=1.C1C=CC(/C=C/C(/C=C/C2C=CC=CC=2)=O)=CC=1.C1C=CC(/C=C/C(/C=C/C2C=CC=CC=2)=O)=CC=1.[Pd].[Pd].O1CCOCC1. The product is [Br:22][C:20]1[CH:21]=[C:16]([NH:1][C:2]2[CH:14]=[C:5]3[CH2:6][N:7]([C:10](=[O:13])[CH2:11][CH3:12])[CH2:8][CH2:9][N:4]3[N:3]=2)[C:17](=[O:24])[N:18]([CH3:23])[CH:19]=1. The yield is 0.720.